Dataset: Forward reaction prediction with 1.9M reactions from USPTO patents (1976-2016). Task: Predict the product of the given reaction. (1) Given the reactants [CH3:1][O:2][C:3](=[O:19])[C:4]([CH3:18])([CH3:17])[CH:5]([NH:9][C:10]1[CH:15]=[CH:14][CH:13]=[CH:12][C:11]=1[NH2:16])[CH2:6][O:7][CH3:8].[C:20](N1C=CN=C1)(N1C=CN=C1)=[O:21], predict the reaction product. The product is: [CH3:1][O:2][C:3](=[O:19])[C:4]([CH3:17])([CH3:18])[CH:5]([N:9]1[C:10]2[CH:15]=[CH:14][CH:13]=[CH:12][C:11]=2[NH:16][C:20]1=[O:21])[CH2:6][O:7][CH3:8]. (2) Given the reactants Br[C:2]1[CH:7]=[CH:6][CH:5]=[C:4]([O:8][C:9]2[CH:14]=[CH:13][CH:12]=[CH:11][CH:10]=2)[CH:3]=1.[Li]CCCC.C(OC([N:27]1[CH2:31][CH2:30][CH2:29][C:28]1=O)=O)(C)(C)C, predict the reaction product. The product is: [O:8]([C:4]1[CH:3]=[C:2]([C:28]2[CH2:29][CH2:30][CH2:31][N:27]=2)[CH:7]=[CH:6][CH:5]=1)[C:9]1[CH:10]=[CH:11][CH:12]=[CH:13][CH:14]=1. (3) Given the reactants [Br:1][C:2]1[CH:11]=[C:10]2[C:5]([CH:6]=[CH:7][C:8](=[O:39])[N:9]2[CH2:12][CH2:13][N:14]2[CH2:19][CH2:18][CH:17]([N:20]([CH2:28][C:29]3[N:34]=[CH:33][C:32]4[O:35][CH2:36][CH2:37][O:38][C:31]=4[CH:30]=3)C(=O)OC(C)(C)C)[CH2:16][CH2:15]2)=[N:4][CH:3]=1.[ClH:40].C(O)C, predict the reaction product. The product is: [ClH:40].[Br:1][C:2]1[CH:11]=[C:10]2[C:5]([CH:6]=[CH:7][C:8](=[O:39])[N:9]2[CH2:12][CH2:13][N:14]2[CH2:15][CH2:16][CH:17]([NH:20][CH2:28][C:29]3[N:34]=[CH:33][C:32]4[O:35][CH2:36][CH2:37][O:38][C:31]=4[CH:30]=3)[CH2:18][CH2:19]2)=[N:4][CH:3]=1.